From a dataset of Reaction yield outcomes from USPTO patents with 853,638 reactions. Predict the reaction yield, written as a fraction of the theoretical maximum amount of product (1.0 means a 100% yield; for example, 0.34 means a 34% yield). (1) The catalyst is [Pd]. The yield is 0.350. The product is [CH:1]1([N:6]2[C:14]3[CH:13]=[C:12]([CH:15]([CH3:16])[CH3:17])[CH:11]=[C:10]([C:18]([NH:20][CH2:21][C:22]4[C:23](=[O:30])[NH:24][C:25]([CH3:29])=[CH:26][C:27]=4[CH3:28])=[O:19])[C:9]=3[CH:8]=[N:7]2)[CH2:2][CH2:3][CH2:4][CH2:5]1. The reactants are [CH:1]1([N:6]2[C:14]3[CH:13]=[C:12]([C:15]([CH3:17])=[CH2:16])[CH:11]=[C:10]([C:18]([NH:20][CH2:21][C:22]4[C:23](=[O:30])[NH:24][C:25]([CH3:29])=[CH:26][C:27]=4[CH3:28])=[O:19])[C:9]=3[CH:8]=[N:7]2)[CH2:5][CH2:4][CH2:3][CH2:2]1. (2) The reactants are [CH2:1]([O:3][C:4]([C:6]1([NH:15][C:16](=[O:25])[C:17]2[CH:22]=[CH:21][CH:20]=[C:19]([Cl:23])[C:18]=2[OH:24])[CH2:14][C:13]2[C:8](=[CH:9][CH:10]=[CH:11][CH:12]=2)[CH2:7]1)=[O:5])[CH3:2].C([O-])([O-])=O.[Cs+].[Cs+].Br[CH2:33][CH:34]=[CH2:35]. The catalyst is CN(C=O)C. The product is [CH2:1]([O:3][C:4]([C:6]1([NH:15][C:16](=[O:25])[C:17]2[CH:22]=[CH:21][CH:20]=[C:19]([Cl:23])[C:18]=2[O:24][CH2:35][CH:34]=[CH2:33])[CH2:7][C:8]2[C:13](=[CH:12][CH:11]=[CH:10][CH:9]=2)[CH2:14]1)=[O:5])[CH3:2]. The yield is 0.580. (3) The reactants are Cl[C:2]1[N:10]=[C:9]2[C:5]([N:6]=[C:7]([CH2:17][N:18]3[CH2:21][CH:20]([N:22]4[CH2:27][CH2:26][NH:25][C:24](=[O:28])[CH2:23]4)[CH2:19]3)[N:8]2[CH:11]2[CH2:16][CH2:15][CH2:14][CH2:13][O:12]2)=[C:4]([N:29]2[CH2:34][CH2:33][O:32][CH2:31][CH2:30]2)[N:3]=1.[CH2:35]([C:37]1[NH:38][C:39]2[CH:45]=[CH:44][CH:43]=[CH:42][C:40]=2[N:41]=1)[CH3:36].CC(C1C=C(C(C)C)C(C2C=CC=CC=2P(C2CCCCC2)C2CCCCC2)=C(C(C)C)C=1)C.C([O-])([O-])=O.[Cs+].[Cs+]. The catalyst is O1CCOCC1.C1C=CC(/C=C/C(/C=C/C2C=CC=CC=2)=O)=CC=1.C1C=CC(/C=C/C(/C=C/C2C=CC=CC=2)=O)=CC=1.C1C=CC(/C=C/C(/C=C/C2C=CC=CC=2)=O)=CC=1.[Pd].[Pd]. The product is [CH2:35]([C:37]1[N:38]([C:2]2[N:10]=[C:9]3[C:5]([N:6]=[C:7]([CH2:17][N:18]4[CH2:19][CH:20]([N:22]5[CH2:27][CH2:26][NH:25][C:24](=[O:28])[CH2:23]5)[CH2:21]4)[N:8]3[CH:11]3[CH2:16][CH2:15][CH2:14][CH2:13][O:12]3)=[C:4]([N:29]3[CH2:30][CH2:31][O:32][CH2:33][CH2:34]3)[N:3]=2)[C:39]2[CH:45]=[CH:44][CH:43]=[CH:42][C:40]=2[N:41]=1)[CH3:36]. The yield is 0.390. (4) The catalyst is CC(C)=O. The reactants are [OH:1][C:2]1[CH:3]=[C:4]([CH:9]=[C:10]([O:13][CH3:14])[C:11]=1[OH:12])[C:5]([O:7][CH3:8])=[O:6].[C:15]([O-])([O-])=O.[K+].[K+]. The yield is 0.800. The product is [CH3:14][O:13][C:10]1[C:11]2[O:12][CH2:15][O:1][C:2]=2[CH:3]=[C:4]([C:5]([O:7][CH3:8])=[O:6])[CH:9]=1.